This data is from Reaction yield outcomes from USPTO patents with 853,638 reactions. The task is: Predict the reaction yield, written as a fraction of the theoretical maximum amount of product (1.0 means a 100% yield; for example, 0.34 means a 34% yield). (1) The reactants are C(=O)([O-])[O-].[K+].[K+].Br[CH2:8][CH3:9].[F:10][C:11]1[C:16]([OH:17])=[CH:15][N:14]=[C:13]2[N:18]([Si](C(C)C)(C(C)C)C(C)C)[CH:19]=[CH:20][C:12]=12.O.C(#N)C. The catalyst is CN(C=O)C. The product is [CH2:8]([O:17][C:16]1[C:11]([F:10])=[C:12]2[CH:20]=[CH:19][NH:18][C:13]2=[N:14][CH:15]=1)[CH3:9]. The yield is 0.120. (2) The reactants are O1[C:5]2([CH2:10][CH2:9][N:8]([CH2:11][C:12]3[CH:13]=[CH:14][N:15]4[C:20]=3[C:19]([NH:21][C:22]3[CH:23]=[C:24]5[C:28](=[CH:29][CH:30]=3)[N:27]([CH2:31][C:32]3[CH:37]=[CH:36][CH:35]=[C:34]([F:38])[CH:33]=3)[N:26]=[CH:25]5)=[N:18][CH:17]=[N:16]4)[CH2:7][CH2:6]2)[O:4]CC1. The catalyst is C1COCC1.Cl.C(Cl)Cl.C([O-])(O)=O.[Na+]. The product is [F:38][C:34]1[CH:33]=[C:32]([CH:37]=[CH:36][CH:35]=1)[CH2:31][N:27]1[C:28]2[C:24](=[CH:23][C:22]([NH:21][C:19]3[C:20]4=[C:12]([CH2:11][N:8]5[CH2:7][CH2:6][C:5](=[O:4])[CH2:10][CH2:9]5)[CH:13]=[CH:14][N:15]4[N:16]=[CH:17][N:18]=3)=[CH:30][CH:29]=2)[CH:25]=[N:26]1. The yield is 0.390. (3) The reactants are Cl[C:2]1[C:11]2[C:6](=[CH:7][C:8]([O:14][CH2:15][CH2:16][CH2:17][N:18]3[CH2:22][CH2:21][CH2:20][CH2:19]3)=[C:9]([O:12][CH3:13])[CH:10]=2)[N:5]=[CH:4][N:3]=1.[CH3:23][C:24]1[NH:25][C:26]2[C:31]([C:32]=1[CH3:33])=[CH:30][C:29]([OH:34])=[CH:28][CH:27]=2.C(=O)([O-])[O-].[K+].[K+]. The catalyst is CN(C=O)C. The product is [CH3:23][C:24]1[NH:25][C:26]2[C:31]([C:32]=1[CH3:33])=[CH:30][C:29]([O:34][C:2]1[C:11]3[C:6](=[CH:7][C:8]([O:14][CH2:15][CH2:16][CH2:17][N:18]4[CH2:22][CH2:21][CH2:20][CH2:19]4)=[C:9]([O:12][CH3:13])[CH:10]=3)[N:5]=[CH:4][N:3]=1)=[CH:28][CH:27]=2. The yield is 0.330. (4) The reactants are [CH:1](NC(C)C)(C)C.[OH:8][C@H:9]1[CH2:13][C:12](=[O:14])[N:11]([C:15]2[CH:22]=[CH:21][C:18]([C:19]#[N:20])=[C:17]([C:23]([F:26])([F:25])[F:24])[CH:16]=2)[C@H:10]1[CH3:27].IC.C(O)(=O)C. The catalyst is C1COCC1.O. The product is [OH:8][C@H:9]1[C@H:13]([CH3:1])[C:12](=[O:14])[N:11]([C:15]2[CH:22]=[CH:21][C:18]([C:19]#[N:20])=[C:17]([C:23]([F:26])([F:24])[F:25])[CH:16]=2)[C@H:10]1[CH3:27]. The yield is 0.637. (5) The reactants are [F:1][C:2]([F:7])([F:6])[C:3]([OH:5])=[O:4].[F:8][C:9]([F:14])([F:13])[C:10]([OH:12])=[O:11].FC(F)(F)C(O)=O.[Cl:22][C:23]1[CH:24]=[N:25][C:26]2[NH:27][C:28]3[CH:29]=[N:30][CH:31]=[C:32]([CH:54]=3)[CH2:33][CH2:34][C:35]3[CH:43]=[C:39]([NH:40][C:41]=1[N:42]=2)[CH:38]=[CH:37][C:36]=3[NH:44][C:45](=[O:53])[CH2:46][CH:47]1[CH2:52][CH2:51][NH:50][CH2:49][CH2:48]1.[C:55]([C:57]1[CH:62]=[CH:61][CH:60]=[CH:59][C:58]=1[S:63](Cl)(=[O:65])=[O:64])#[N:56]. No catalyst specified. The product is [F:1][C:2]([F:7])([F:6])[C:3]([OH:5])=[O:4].[F:8][C:9]([F:14])([F:13])[C:10]([OH:12])=[O:11].[Cl:22][C:23]1[CH:24]=[N:25][C:26]2[NH:27][C:28]3[CH:29]=[N:30][CH:31]=[C:32]([CH:54]=3)[CH2:33][CH2:34][C:35]3[CH:43]=[C:39]([NH:40][C:41]=1[N:42]=2)[CH:38]=[CH:37][C:36]=3[NH:44][C:45](=[O:53])[CH2:46][CH:47]1[CH2:52][CH2:51][N:50]([S:63]([C:58]2[CH:59]=[CH:60][CH:61]=[CH:62][C:57]=2[C:55]#[N:56])(=[O:65])=[O:64])[CH2:49][CH2:48]1. The yield is 0.200. (6) The reactants are Cl.[C:2]([CH:6]1[CH2:11][CH2:10][CH:9]([O:12][C:13]2[CH:14]=[C:15]3[C:20](=[CH:21][CH:22]=2)[CH2:19][NH:18][CH2:17][CH2:16]3)[CH2:8][CH2:7]1)([CH3:5])([CH3:4])[CH3:3].[C:23]([O:27][C:28](=[O:42])[CH2:29][CH:30]([NH:34][C:35]([O:37][C:38]([CH3:41])([CH3:40])[CH3:39])=[O:36])[C:31](O)=[O:32])([CH3:26])([CH3:25])[CH3:24].Cl.CN(C)CCCN=C=NCC.C1C=C2N=NN(O)C2=CC=1.O. The catalyst is CN(C=O)C.CCOCC.C(N(CC)CC)C. The product is [C:23]([O:27][C:28](=[O:42])[CH2:29][CH:30]([NH:34][C:35]([O:37][C:38]([CH3:41])([CH3:40])[CH3:39])=[O:36])[C:31]([N:18]1[CH2:17][CH2:16][C:15]2[C:20](=[CH:21][CH:22]=[C:13]([O:12][CH:9]3[CH2:10][CH2:11][CH:6]([C:2]([CH3:5])([CH3:3])[CH3:4])[CH2:7][CH2:8]3)[CH:14]=2)[CH2:19]1)=[O:32])([CH3:26])([CH3:25])[CH3:24]. The yield is 0.650. (7) The reactants are [CH3:1][S:2][C:3]1[S:4][C:5]([C:21]([OH:23])=O)=[C:6]2[CH2:14][CH2:13][C:12]3[CH:11]=[C:10]([C:15]4[CH:20]=[CH:19][CH:18]=[CH:17][CH:16]=4)[S:9][C:8]=3[C:7]=12.O1C=C[N:26]=C1Cl. The catalyst is O1CCCC1.CN(C)C=O. The product is [CH3:1][S:2][C:3]1[S:4][C:5]([C:21]([NH2:26])=[O:23])=[C:6]2[CH2:14][CH2:13][C:12]3[CH:11]=[C:10]([C:15]4[CH:20]=[CH:19][CH:18]=[CH:17][CH:16]=4)[S:9][C:8]=3[C:7]=12. The yield is 0.560. (8) The reactants are CC(C)([O-])C.[K+].[CH2:7]([O:9][C:10](=[O:26])[CH2:11][N:12]=C(C1C=CC=CC=1)C1C=CC=CC=1)[CH3:8].I[CH2:28][CH:29]1[CH2:34][CH2:33][O:32][CH2:31][CH2:30]1. The catalyst is O1CCCC1. The product is [CH2:7]([O:9][C:10](=[O:26])[C@H:11]([CH2:28][CH:29]1[CH2:34][CH2:33][O:32][CH2:31][CH2:30]1)[NH2:12])[CH3:8]. The yield is 0.670.